This data is from Forward reaction prediction with 1.9M reactions from USPTO patents (1976-2016). The task is: Predict the product of the given reaction. The product is: [Cl:1][C:2]1[CH:3]=[C:4]([CH2:5][NH:6][C:16](=[O:17])[O:15][C:12]([CH3:14])([CH3:13])[CH3:11])[C:7]([F:10])=[CH:8][N:9]=1. Given the reactants [Cl:1][C:2]1[CH:3]=[C:4]([C:7]([F:10])=[CH:8][N:9]=1)[C:5]#[N:6].[CH3:11][C:12]([O:15][C:16](O[C:16]([O:15][C:12]([CH3:14])([CH3:13])[CH3:11])=[O:17])=[O:17])([CH3:14])[CH3:13].NCCNCCN, predict the reaction product.